From a dataset of Catalyst prediction with 721,799 reactions and 888 catalyst types from USPTO. Predict which catalyst facilitates the given reaction. Reactant: [OH:1][C@@H:2]1[C:7]2[CH:8]=[CH:9][C:10]3[N:11]([CH:16]=[CH:17][CH3:18])[C:12]([CH3:15])=[N:13][C:14]=3[C:6]=2[O:5][C@H:4]([C:19]2[CH:24]=[CH:23][CH:22]=[CH:21][CH:20]=2)[C@H:3]1[O:25][C:26](=[O:31])[C:27]([CH3:30])([CH3:29])[CH3:28].O([CH2:40][CH2:41][O:42][CH3:43])S(C(F)(F)F)(=O)=O. Product: [CH3:15][C:12]1[N:11]([CH:16]=[CH:17][CH3:18])[C:10]2[CH:9]=[CH:8][C:7]3[C@@H:2]([O:1][CH2:40][CH2:41][O:42][CH3:43])[C@H:3]([O:25][C:26](=[O:31])[C:27]([CH3:30])([CH3:29])[CH3:28])[C@@H:4]([C:19]4[CH:24]=[CH:23][CH:22]=[CH:21][CH:20]=4)[O:5][C:6]=3[C:14]=2[N:13]=1. The catalyst class is: 1.